Dataset: Forward reaction prediction with 1.9M reactions from USPTO patents (1976-2016). Task: Predict the product of the given reaction. (1) Given the reactants [C:1]([N:9]1[CH2:14][CH2:13][N:12]([C:15]2[C:20]([C:21]3[CH:26]=[CH:25][CH:24]=[CH:23][CH:22]=3)=[N:19][NH:18][C:17](=O)[CH:16]=2)[CH2:11][CH2:10]1)(=[O:8])[C:2]1[CH:7]=[CH:6][CH:5]=[CH:4][CH:3]=1.P(Cl)(Cl)([Cl:30])=O, predict the reaction product. The product is: [Cl:30][C:17]1[N:18]=[N:19][C:20]([C:21]2[CH:26]=[CH:25][CH:24]=[CH:23][CH:22]=2)=[C:15]([N:12]2[CH2:13][CH2:14][N:9]([C:1]([C:2]3[CH:7]=[CH:6][CH:5]=[CH:4][CH:3]=3)=[O:8])[CH2:10][CH2:11]2)[CH:16]=1. (2) Given the reactants [C:1]1([S:7]([N:10]2[C:14]3=[N:15][CH:16]=[C:17]([O:19][CH3:20])[CH:18]=[C:13]3[CH:12]=[C:11]2[CH:21]([OH:29])[CH2:22][CH:23]2[CH2:28][CH2:27][CH2:26][CH2:25][CH2:24]2)(=[O:9])=[O:8])[CH:6]=[CH:5][CH:4]=[CH:3][CH:2]=1.CC(OI1(OC(C)=O)(OC(C)=O)OC(=O)C2C=CC=CC1=2)=O.ClCCl, predict the reaction product. The product is: [C:1]1([S:7]([N:10]2[C:14]3=[N:15][CH:16]=[C:17]([O:19][CH3:20])[CH:18]=[C:13]3[CH:12]=[C:11]2[C:21](=[O:29])[CH2:22][CH:23]2[CH2:24][CH2:25][CH2:26][CH2:27][CH2:28]2)(=[O:9])=[O:8])[CH:2]=[CH:3][CH:4]=[CH:5][CH:6]=1. (3) Given the reactants [CH2:1]([N:7]1[CH2:12][CH2:11][CH2:10][CH2:9][CH2:8]1)[CH2:2][CH2:3][CH2:4][C:5]#[CH:6].[CH2:13]([O:20][CH2:21][N:22]1[C:30]2[C:29]([NH2:31])=[N:28][C:27]([CH2:32][CH2:33][CH2:34][CH3:35])=[N:26][C:25]=2C(I)=C1)[C:14]1[CH:19]=[CH:18][CH:17]=[CH:16][CH:15]=1.C(N1CCCCC1)CC#C, predict the reaction product. The product is: [CH2:13]([O:20][CH2:21][N:22]1[C:30]2[C:29]([NH2:31])=[N:28][C:27]([CH2:32][CH2:33][CH2:34][CH3:35])=[N:26][C:25]=2[C:5]([C:4]#[C:3][CH2:2][CH2:1][N:7]2[CH2:8][CH2:9][CH2:10][CH2:11][CH2:12]2)=[CH:6]1)[C:14]1[CH:19]=[CH:18][CH:17]=[CH:16][CH:15]=1. (4) Given the reactants C[O:2][C:3]([C:5]1[C:10]([NH2:11])=[CH:9][C:8]([C:12]([F:15])([F:14])[F:13])=[C:7](Br)[N:6]=1)=[O:4].[Cl:17][C:18]1[CH:23]=[CH:22][C:21](B(O)O)=[C:20]([CH3:27])[CH:19]=1, predict the reaction product. The product is: [NH2:11][C:10]1[C:5]([C:3]([OH:2])=[O:4])=[N:6][C:7]([C:21]2[CH:22]=[CH:23][C:18]([Cl:17])=[CH:19][C:20]=2[CH3:27])=[C:8]([C:12]([F:15])([F:14])[F:13])[CH:9]=1. (5) Given the reactants Cl.Cl.[N:3]12[CH2:10][CH2:9][CH:6]([CH2:7][CH2:8]1)[CH:5]([NH:11][NH2:12])[CH2:4]2.C([N:15]([CH2:18]C)[CH2:16][CH3:17])C.Cl.C(OC(C1[S:27][C:28]([Br:31])=[CH:29][CH:30]=1)=N)C.C(OCC)(OCC)OCC, predict the reaction product. The product is: [Br:31][C:28]1[S:27][C:17]([C:16]2[N:15]=[CH:18][N:11]([CH:5]3[CH:6]4[CH2:9][CH2:10][N:3]([CH2:8][CH2:7]4)[CH2:4]3)[N:12]=2)=[CH:30][CH:29]=1. (6) Given the reactants [P:1](=[O:5])([OH:4])([OH:3])[OH:2].[CH3:6][N:7]1[CH2:24][CH:23]2[CH:9]([C:10]3[CH:11]=[CH:12][CH:13]=[CH:14][C:15]=3[O:16][C:17]3[CH:18]=[CH:19][C:20]([Cl:25])=[CH:21][C:22]=32)[CH2:8]1, predict the reaction product. The product is: [CH3:6][N:7]1[CH2:24][CH:23]2[CH:9]([C:10]3[CH:11]=[CH:12][CH:13]=[CH:14][C:15]=3[O:16][C:17]3[CH:18]=[CH:19][C:20]([Cl:25])=[CH:21][C:22]=32)[CH2:8]1.[P:1]([O-:5])([O-:4])([O-:3])=[O:2].